Dataset: Peptide-MHC class II binding affinity with 134,281 pairs from IEDB. Task: Regression. Given a peptide amino acid sequence and an MHC pseudo amino acid sequence, predict their binding affinity value. This is MHC class II binding data. (1) The peptide sequence is YDKFLAQVSTVLTGK. The MHC is DRB1_1001 with pseudo-sequence DRB1_1001. The binding affinity (normalized) is 0.883. (2) The peptide sequence is DVKFPGGGQIVGGVV. The MHC is HLA-DQA10501-DQB10301 with pseudo-sequence HLA-DQA10501-DQB10301. The binding affinity (normalized) is 0.781. (3) The peptide sequence is IKLVKSSRPDCSEIP. The MHC is HLA-DPA10201-DPB11401 with pseudo-sequence HLA-DPA10201-DPB11401. The binding affinity (normalized) is 0.0221. (4) The peptide sequence is EKKYFAATQVEPLAA. The MHC is HLA-DPA10201-DPB11401 with pseudo-sequence HLA-DPA10201-DPB11401. The binding affinity (normalized) is 0.907. (5) The peptide sequence is GELQIVDKIDAGFKI. The MHC is DRB1_0101 with pseudo-sequence DRB1_0101. The binding affinity (normalized) is 0.589.